This data is from Full USPTO retrosynthesis dataset with 1.9M reactions from patents (1976-2016). The task is: Predict the reactants needed to synthesize the given product. (1) Given the product [CH3:27][O:26][C:22]1[CH:23]=[CH:24][CH2:25][C:20](=[CH:19][CH:18]=[C:17]([C:11]2[C:10]3[C:14](=[CH:15][CH:16]=[C:8]([C:6]4[N:7]=[C:39]([CH2:40][OH:41])[NH:37][N:38]=4)[CH:9]=3)[NH:13][N:12]=2)[CH:28]=[CH2:29])[CH:21]=1, predict the reactants needed to synthesize it. The reactants are: Cl.Cl.C(O[C:6]([C:8]1[CH:9]=[C:10]2[C:14](=[CH:15][CH:16]=1)[NH:13][N:12]=[C:11]2[C:17]([CH:28]=[CH2:29])=[CH:18][CH:19]=[C:20]1[CH2:25][CH:24]=[CH:23][C:22]([O:26][CH3:27])=[CH:21]1)=[NH:7])C.C(N(CC)CC)C.[NH:37]([C:39](=C)[CH2:40][OH:41])[NH2:38]. (2) Given the product [NH:19]1[C:20]2[CH:26]=[CH:25][CH:24]=[CH:23][C:21]=2[N:22]=[CH:18]1, predict the reactants needed to synthesize it. The reactants are: C(OCCCOC1C=CNC(=S)C=1C)C.ClC[C:18]1[NH:19][C:20]2[CH:26]=[CH:25][CH:24]=[CH:23][C:21]=2[N:22]=1.[OH-].[Na+]. (3) Given the product [OH:17][C:15]1[C:16]2[N:8]([C:5]3[CH:6]=[CH:7][C:2]([C:27]4[CH:28]=[CH:29][CH:30]=[CH:31][C:26]=4[OH:25])=[CH:3][CH:4]=3)[CH:9]=[CH:10][C:11]=2[NH:12][C:13](=[O:24])[C:14]=1[C:18]1[CH:23]=[CH:22][CH:21]=[CH:20][CH:19]=1, predict the reactants needed to synthesize it. The reactants are: Br[C:2]1[CH:7]=[CH:6][C:5]([N:8]2[C:16]3[C:15]([OH:17])=[C:14]([C:18]4[CH:23]=[CH:22][CH:21]=[CH:20][CH:19]=4)[C:13](=[O:24])[NH:12][C:11]=3[CH:10]=[CH:9]2)=[CH:4][CH:3]=1.[OH:25][C:26]1[CH:31]=[CH:30][CH:29]=[CH:28][C:27]=1B(O)O.C([O-])([O-])=O.[Cs+].[Cs+]. (4) Given the product [NH2:2][CH2:3][C:4]1[CH:9]=[CH:8][C:7]([C:60]2[CH2:59][C@@H:47]3[N:46]([CH:61]=2)[C:45](=[O:69])[C:44]2[CH:70]=[C:71]([O:72][CH3:73])[C:41]([O:40][CH2:39][CH2:38][CH2:37][O:36][C:34]4[C:33]([O:74][CH3:75])=[CH:32][C:27]5[C:28](=[O:31])[N:29]6[CH:30]=[C:21]([C:18]7[CH:17]=[CH:16][C:15]([O:14][CH3:13])=[CH:20][CH:19]=7)[CH2:22][C@H:23]6[C:24](=[O:84])[N:25]([CH2:76][O:77][CH2:78][CH2:79][Si:80]([CH3:81])([CH3:82])[CH3:83])[C:26]=5[CH:35]=4)=[CH:42][C:43]=2[N:49]([CH2:50][O:51][CH2:52][CH2:53][Si:54]([CH3:57])([CH3:56])[CH3:55])[C:48]3=[O:58])=[CH:6][CH:5]=1, predict the reactants needed to synthesize it. The reactants are: Cl.[NH2:2][CH2:3][C:4]1[CH:9]=[CH:8][C:7](B(O)O)=[CH:6][CH:5]=1.[CH3:13][O:14][C:15]1[CH:20]=[CH:19][C:18]([C:21]2[CH2:22][C@@H:23]3[N:29]([CH:30]=2)[C:28](=[O:31])[C:27]2[CH:32]=[C:33]([O:74][CH3:75])[C:34]([O:36][CH2:37][CH2:38][CH2:39][O:40][C:41]4[C:71]([O:72][CH3:73])=[CH:70][C:44]5[C:45](=[O:69])[N:46]6[CH:61]=[C:60](S(C(F)(F)F)(=O)=O)[CH2:59][C@H:47]6[C:48](=[O:58])[N:49]([CH2:50][O:51][CH2:52][CH2:53][Si:54]([CH3:57])([CH3:56])[CH3:55])[C:43]=5[CH:42]=4)=[CH:35][C:26]=2[N:25]([CH2:76][O:77][CH2:78][CH2:79][Si:80]([CH3:83])([CH3:82])[CH3:81])[C:24]3=[O:84])=[CH:17][CH:16]=1.C(=O)([O-])[O-].[Na+].[Na+]. (5) Given the product [Cl:33][C:34]1[N:35]=[C:36]([C:41]2[CH:46]=[CH:45][CH:44]=[CH:43][N:42]=2)[N:37]=[C:38]([C:22]2[CH:23]=[C:18]([C:15]3[CH:16]=[CH:17][C:12]([C:10]([N:7]4[CH2:6][CH2:5][N:4]([CH:1]([CH3:2])[CH3:3])[CH2:9][CH2:8]4)=[O:11])=[CH:13][CH:14]=3)[CH:19]=[N:20][CH:21]=2)[CH:39]=1, predict the reactants needed to synthesize it. The reactants are: [CH:1]([N:4]1[CH2:9][CH2:8][N:7]([C:10]([C:12]2[CH:17]=[CH:16][C:15]([C:18]3[CH:19]=[N:20][CH:21]=[C:22](B4OC(C)(C)C(C)(C)O4)[CH:23]=3)=[CH:14][CH:13]=2)=[O:11])[CH2:6][CH2:5]1)([CH3:3])[CH3:2].[Cl:33][C:34]1[CH:39]=[C:38](Cl)[N:37]=[C:36]([C:41]2[CH:46]=[CH:45][CH:44]=[CH:43][N:42]=2)[N:35]=1.C(Cl)Cl. (6) Given the product [CH3:6][NH:5][C:3](=[O:4])[CH2:2][NH:1][C:13]([C:9]1[CH:8]=[N:7][CH:12]=[CH:11][CH:10]=1)=[S:14], predict the reactants needed to synthesize it. The reactants are: [NH2:1][CH2:2][C:3]([NH:5][CH3:6])=[O:4].[N:7]1[CH:12]=[CH:11][CH:10]=[C:9]([C:13](SC)=[S:14])[CH:8]=1.